Dataset: Forward reaction prediction with 1.9M reactions from USPTO patents (1976-2016). Task: Predict the product of the given reaction. (1) The product is: [CH3:1][N:2]1[CH2:11][C:10]2[C:5](=[N:6][C:7]([NH:33][CH3:32])=[N:8][CH:9]=2)[N:4]([C:16]2[CH:17]=[C:18]([NH:22][C:23](=[O:29])[O:24][C:25]([CH3:28])([CH3:27])[CH3:26])[CH:19]=[CH:20][CH:21]=2)[C:3]1=[O:30]. Given the reactants [CH3:1][N:2]1[CH2:11][C:10]2[C:5](=[N:6][C:7](S(C)(=O)=O)=[N:8][CH:9]=2)[N:4]([C:16]2[CH:17]=[C:18]([NH:22][C:23](=[O:29])[O:24][C:25]([CH3:28])([CH3:27])[CH3:26])[CH:19]=[CH:20][CH:21]=2)[C:3]1=[O:30].Cl.[CH3:32][NH2:33].CN.CC(O[Na])=O.C(Cl)Cl, predict the reaction product. (2) The product is: [NH:17]([C:1](=[O:3])[CH2:4][C:5]1[N:6]=[C:7]([S:10][C:11]([CH3:16])([CH3:15])[C:12]([OH:14])=[O:13])[S:8][CH:9]=1)[C:18]1[CH:23]=[CH:22][CH:21]=[CH:20][CH:19]=1. Given the reactants [C:1]([CH2:4][C:5]1[N:6]=[C:7]([S:10][C:11]([CH3:16])([CH3:15])[C:12]([OH:14])=[O:13])[S:8][CH:9]=1)([OH:3])=O.[NH2:17][C:18]1[CH:23]=[CH:22][CH:21]=[CH:20][CH:19]=1.FC(F)(F)C(O)=O, predict the reaction product. (3) Given the reactants C(O[C:4]([C:6]1[CH:7]=[C:8]2[C:12](=[CH:13][CH:14]=1)[NH:11][N:10]=[C:9]2[C:15]1[CH:24]=[CH:23][C:22]2[C:17](=[CH:18][CH:19]=[C:20]([O:25][CH3:26])[CH:21]=2)[CH:16]=1)=[NH:5])C.[NH2:27][NH:28][C:29](=O)[CH2:30][N:31]1[CH2:35][CH2:34][CH2:33][CH2:32]1.C[O-].[Na+], predict the reaction product. The product is: [CH3:26][O:25][C:20]1[CH:19]=[CH:18][C:17]2[C:22](=[CH:23][CH:24]=[C:15]([C:9]3[C:13]4[C:12](=[CH:8][CH:7]=[C:6]([C:4]5[N:5]=[C:29]([CH2:30][N:31]6[CH2:35][CH2:34][CH2:33][CH2:32]6)[NH:28][N:27]=5)[CH:14]=4)[NH:11][N:10]=3)[CH:16]=2)[CH:21]=1. (4) Given the reactants [C:1](Cl)(=[O:3])[CH3:2].N1C=CC=CC=1.Cl.[NH2:12][CH2:13][CH:14]1[CH2:23][CH2:22][C:21]2[C:16](=[CH:17][CH:18]=[C:19]([O:24][CH3:25])[CH:20]=2)[CH2:15]1, predict the reaction product. The product is: [CH3:25][O:24][C:19]1[CH:20]=[C:21]2[C:16](=[CH:17][CH:18]=1)[CH2:15][CH:14]([CH2:13][NH:12][C:1](=[O:3])[CH3:2])[CH2:23][CH2:22]2. (5) Given the reactants [Cl:1][C:2]1[C:10]([Si](C)(C)C)=[C:9]([Br:15])[C:5]([C:6]([OH:8])=[O:7])=[CH:4][N:3]=1.C([O-])([O-])=O.[K+].[K+].OS(O)(=O)=O, predict the reaction product. The product is: [Cl:1][C:2]1[CH:10]=[C:9]([Br:15])[C:5]([C:6]([OH:8])=[O:7])=[CH:4][N:3]=1. (6) Given the reactants C([N:8]1[CH2:13][CH2:12][N:11]([CH2:14][CH2:15][O:16][C:17]([F:20])([F:19])[F:18])[CH2:10][CH2:9]1)C1C=CC=CC=1, predict the reaction product. The product is: [F:20][C:17]([F:18])([F:19])[O:16][CH2:15][CH2:14][N:11]1[CH2:12][CH2:13][NH:8][CH2:9][CH2:10]1. (7) Given the reactants [NH2:1][C:2]1[N:7]=[C:6]([C:8]2[CH:13]=[CH:12][CH:11]=[CH:10][CH:9]=2)[N:5]=[C:4]([NH:14][CH2:15][CH2:16][NH:17][C:18](=[O:20])[CH3:19])[CH:3]=1.[Cl:21][CH2:22][C:23](Cl)=[O:24].CO.N1C(C)=CC=CC=1C, predict the reaction product. The product is: [C:18]([NH:17][CH2:16][CH2:15][NH:14][C:4]1[N:5]=[C:6]([C:8]2[CH:13]=[CH:12][CH:11]=[CH:10][CH:9]=2)[N:7]=[C:2]([NH:1][C:23](=[O:24])[CH2:22][Cl:21])[CH:3]=1)(=[O:20])[CH3:19].